Dataset: Forward reaction prediction with 1.9M reactions from USPTO patents (1976-2016). Task: Predict the product of the given reaction. (1) Given the reactants Cl[C:2]([O:4][CH2:5][CH3:6])=[O:3].[NH2:7][C:8]1[C:9]([I:14])=[N:10][CH:11]=[CH:12][CH:13]=1, predict the reaction product. The product is: [CH2:5]([O:4][C:2](=[O:3])[NH:7][C:8]1[C:9]([I:14])=[N:10][CH:11]=[CH:12][CH:13]=1)[CH3:6]. (2) Given the reactants [CH2:1]([OH:8])[C@@H:2]([OH:7])[CH2:3][CH2:4][C:5]#[CH:6].C(N([CH2:14][CH3:15])CC)C.[C:16]1(C)[C:17]([S:22](Cl)(=[O:24])=[O:23])=[CH:18][CH:19]=C[CH:21]=1, predict the reaction product. The product is: [OH:7][C@@H:2]([CH2:3][CH2:4][C:5]#[CH:6])[CH2:1][O:8][S:22]([C:17]1[CH:18]=[CH:19][C:14]([CH3:15])=[CH:21][CH:16]=1)(=[O:24])=[O:23]. (3) Given the reactants O([C:3](C)(C)C)[K].[CH:7]1[C:12]2[CH2:13][C@H:14]3[N:19]([CH2:20][CH:21]4[CH2:23][CH2:22]4)[CH2:18][CH2:17][C@:16]45[C@H:24]([C:26]([CH2:28][CH2:29][C@@:15]34[OH:30])=O)[O:25][C:10]([C:11]=25)=[C:9]([OH:31])[CH:8]=1.[Cl-:32].[NH4+].Cl, predict the reaction product. The product is: [CH2:3]=[C:26]1[C@@H:24]2[O:25][C:10]3[C:11]4[C@:16]52[CH2:17][CH2:18][N:19]([CH2:20][CH:21]2[CH2:22][CH2:23]2)[C@H:14]([CH2:13][C:12]=4[CH:7]=[CH:8][C:9]=3[OH:31])[C@:15]5([OH:30])[CH2:29][CH2:28]1.[ClH:32]. (4) Given the reactants [N:1]1[CH:6]=[CH:5][C:4]([CH2:7][C:8](=[S:10])[NH2:9])=[CH:3][CH:2]=1.C(=O)([O-])[O-].[Ca+2].Br[CH:17]1[C:22](=O)[CH2:21][CH2:20][N:19]([C:24]([O:26][CH2:27][CH3:28])=[O:25])[CH2:18]1, predict the reaction product. The product is: [N:1]1[CH:6]=[CH:5][C:4]([CH2:7][C:8]2[S:10][C:17]3[CH2:18][N:19]([C:24]([O:26][CH2:27][CH3:28])=[O:25])[CH2:20][CH2:21][C:22]=3[N:9]=2)=[CH:3][CH:2]=1. (5) The product is: [CH2:24]([O:23][C:21]([N:10]1[CH2:9][C@H:8]([OH:12])[C@@H:7]([CH2:2][OH:1])[CH2:11]1)=[O:22])[C:25]1[CH:30]=[CH:29][CH:28]=[CH:27][CH:26]=1. Given the reactants [OH:1][C@@H:2]([C@H:7]1[CH2:11][NH:10][CH2:9][C@@H:8]1[OH:12])[C@H](O)CO.C(N(CC)CC)C.Cl[C:21]([O:23][CH2:24][C:25]1[CH:30]=[CH:29][CH:28]=[CH:27][CH:26]=1)=[O:22].O1CCCC1, predict the reaction product. (6) Given the reactants [OH:1][CH2:2][C:3]1[CH:4]=[C:5](B(O)O)[CH:6]=[CH:7][CH:8]=1.Cl.Br[C:14]1[CH:15]=[C:16]([CH2:21][NH2:22])[CH:17]=[CH:18][C:19]=1[F:20].C(=O)([O-])[O-].[K+].[K+].O, predict the reaction product. The product is: [NH2:22][CH2:21][C:16]1[CH:15]=[CH:14][C:19]([F:20])=[C:18]([C:5]2[CH:6]=[CH:7][CH:8]=[C:3]([CH2:2][OH:1])[CH:4]=2)[CH:17]=1. (7) Given the reactants [Cl:1][C:2]1[CH:3]=[C:4]([N:12]([CH2:22][CH3:23])[C@H:13]2[CH2:18][CH2:17][C@H:16]([N:19]([CH3:21])[CH3:20])[CH2:15][CH2:14]2)[C:5]([CH3:11])=[C:6]([CH:10]=1)[C:7]([OH:9])=O.N#N.CN(C(ON1N=NC2C=CC=NC1=2)=[N+](C)C)C.F[P-](F)(F)(F)(F)F.CCN(C(C)C)C(C)C.[NH2:59][CH2:60][C:61]1[C:62](=[O:72])[N:63]([CH3:71])[N:64]([CH3:70])[C:65]=1[C:66]([F:69])([F:68])[F:67], predict the reaction product. The product is: [Cl:1][C:2]1[CH:3]=[C:4]([N:12]([CH2:22][CH3:23])[C@H:13]2[CH2:14][CH2:15][C@H:16]([N:19]([CH3:20])[CH3:21])[CH2:17][CH2:18]2)[C:5]([CH3:11])=[C:6]([CH:10]=1)[C:7]([NH:59][CH2:60][C:61]1[C:62](=[O:72])[N:63]([CH3:71])[N:64]([CH3:70])[C:65]=1[C:66]([F:69])([F:67])[F:68])=[O:9].